Dataset: Experimentally validated miRNA-target interactions with 360,000+ pairs, plus equal number of negative samples. Task: Binary Classification. Given a miRNA mature sequence and a target amino acid sequence, predict their likelihood of interaction. The miRNA is hsa-miR-8081 with sequence CUUGAGUCGUGCCUUUCUGAAUG. The protein sequence of the target gene is MGKSFANFMCKKDFHPASKSNIKKVWMAEQKISYDKKKQEELMQQYLKEQESYDNRLLMGDERVKNGLNFMYEAPPGVKKENKEKEETEGETEYKFEWQKGAPREKYAKDDMNIRDQPFGIQVRNVRCIKCHKWGHVNTDRECPLFGLSGINASSVPTDGSGPSMHPSELIAEMRNSGFALKRNVLGRNLTANDPSQDYVASDCEEDPEVEFLKSLTTKQKQKLLRKLDRLEKKKKKKKSDKKKKKLQKSKNKHKKRKNKSPSSSSSSSSSSSSSSSSSSSSSSSSETSDSSSESDNKEK.... Result: 0 (no interaction).